Predict the reaction yield, written as a fraction of the theoretical maximum amount of product (1.0 means a 100% yield; for example, 0.34 means a 34% yield). From a dataset of Reaction yield outcomes from USPTO patents with 853,638 reactions. (1) The reactants are [F:1][C:2]1[C:3]([N:9]=[CH:10][N:11]([CH3:13])[CH3:12])=[N:4][C:5]([OH:8])=[N:6][CH:7]=1.CC(C)([O-])C.[K+].[CH3:20][S:21][CH2:22]Cl. The catalyst is CN(C=O)C. The product is [F:1][C:2]1[C:3]([N:9]=[CH:10][N:11]([CH3:13])[CH3:12])=[N:4][C:5](=[O:8])[N:6]([CH2:20][S:21][CH3:22])[CH:7]=1. The yield is 0.250. (2) The reactants are [F:1][C:2]1[CH:27]=[CH:26][C:5]([CH2:6][NH:7][C:8]([C:10]2[CH:15]=[C:14]([C:16]3[N:17]=[N:18][N:19]([CH2:21][C:22](O)=[O:23])[N:20]=3)[CH:13]=[C:12]([CH3:25])[N:11]=2)=[O:9])=[CH:4][CH:3]=1.ON1C2C=CC=CC=2N=N1.[C:38]([O:42][C:43](=[O:46])[CH2:44][NH2:45])([CH3:41])([CH3:40])[CH3:39].Cl.CN(C)CCCN=C=NCC. The catalyst is ClCCl.O. The product is [C:38]([O:42][C:43](=[O:46])[CH2:44][NH:45][C:22](=[O:23])[CH2:21][N:19]1[N:18]=[N:17][C:16]([C:14]2[CH:13]=[C:12]([CH3:25])[N:11]=[C:10]([C:8](=[O:9])[NH:7][CH2:6][C:5]3[CH:26]=[CH:27][C:2]([F:1])=[CH:3][CH:4]=3)[CH:15]=2)=[N:20]1)([CH3:41])([CH3:40])[CH3:39]. The yield is 0.570. (3) The reactants are [NH2:1][C:2]1[C:11]2[C:6](=[C:7](Br)[CH:8]=[CH:9][CH:10]=2)[N:5]=[N:4][C:3]=1[C:13]([NH:15][CH2:16][CH2:17][CH3:18])=[O:14].[N:19]1[CH:24]=[CH:23][CH:22]=[C:21](B(O)O)[CH:20]=1. No catalyst specified. The product is [NH2:1][C:2]1[C:11]2[C:6](=[C:7]([C:21]3[CH:20]=[N:19][CH:24]=[CH:23][CH:22]=3)[CH:8]=[CH:9][CH:10]=2)[N:5]=[N:4][C:3]=1[C:13]([NH:15][CH2:16][CH2:17][CH3:18])=[O:14]. The yield is 0.740. (4) The reactants are [CH2:1]([O:8][CH2:9][C@@H:10]([OH:23])[CH2:11][O:12][Si:13]([CH:20]([CH3:22])[CH3:21])([CH:17]([CH3:19])[CH3:18])[CH:14]([CH3:16])[CH3:15])[C:2]1[CH:7]=[CH:6][CH:5]=[CH:4][CH:3]=1.[F:24][C:25]([F:41])([F:40])[O:26][C:27]1[CH:32]=[CH:31][C:30]([C:33]2[CH:38]=[CH:37][C:36](O)=[CH:35][CH:34]=2)=[CH:29][CH:28]=1.C1(P(C2C=CC=CC=2)C2C=CC=CC=2)C=CC=CC=1. The catalyst is C1C=CC=CC=1. The product is [CH2:1]([O:8][CH2:9][C@H:10]([O:23][C:36]1[CH:35]=[CH:34][C:33]([C:30]2[CH:31]=[CH:32][C:27]([O:26][C:25]([F:24])([F:40])[F:41])=[CH:28][CH:29]=2)=[CH:38][CH:37]=1)[CH2:11][O:12][Si:13]([CH:14]([CH3:16])[CH3:15])([CH:20]([CH3:22])[CH3:21])[CH:17]([CH3:19])[CH3:18])[C:2]1[CH:7]=[CH:6][CH:5]=[CH:4][CH:3]=1. The yield is 0.690.